This data is from Retrosynthesis with 50K atom-mapped reactions and 10 reaction types from USPTO. The task is: Predict the reactants needed to synthesize the given product. Given the product CCS(=O)(=O)Nc1ccc(OC2CCN(C(=O)OC(C)(C)C)CC2)cc1, predict the reactants needed to synthesize it. The reactants are: CC(C)(C)OC(=O)N1CCC(Oc2ccc(N)cc2)CC1.CCS(=O)(=O)Cl.